Task: Regression. Given two drug SMILES strings and cell line genomic features, predict the synergy score measuring deviation from expected non-interaction effect.. Dataset: NCI-60 drug combinations with 297,098 pairs across 59 cell lines (1) Drug 1: C1=NC2=C(N1)C(=S)N=C(N2)N. Drug 2: CNC(=O)C1=NC=CC(=C1)OC2=CC=C(C=C2)NC(=O)NC3=CC(=C(C=C3)Cl)C(F)(F)F. Cell line: HT29. Synergy scores: CSS=56.4, Synergy_ZIP=1.62, Synergy_Bliss=1.41, Synergy_Loewe=-5.99, Synergy_HSA=1.45. (2) Drug 1: CCCS(=O)(=O)NC1=C(C(=C(C=C1)F)C(=O)C2=CNC3=C2C=C(C=N3)C4=CC=C(C=C4)Cl)F. Drug 2: CC1=C(C(=CC=C1)Cl)NC(=O)C2=CN=C(S2)NC3=CC(=NC(=N3)C)N4CCN(CC4)CCO. Cell line: OVCAR3. Synergy scores: CSS=15.2, Synergy_ZIP=6.06, Synergy_Bliss=8.64, Synergy_Loewe=-1.29, Synergy_HSA=7.34.